Dataset: Full USPTO retrosynthesis dataset with 1.9M reactions from patents (1976-2016). Task: Predict the reactants needed to synthesize the given product. Given the product [NH:18]1[C:17]2[CH:19]=[CH:20][CH:21]=[CH:22][C:16]=2[N:15]=[C:14]1[O:13][C:12]1[CH:11]=[CH:10][C:9]([C:27]2[C:28]3[N:39]=[CH:38][CH:37]=[CH:36][C:29]=3[N:30]3[C:35]=2[CH2:34][CH2:33][CH2:32][CH2:31]3)=[CH:24][CH:23]=1, predict the reactants needed to synthesize it. The reactants are: CC1(C)C(C)(C)OB([C:9]2[CH:24]=[CH:23][C:12]([O:13][C:14]3[NH:18][C:17]4[CH:19]=[CH:20][CH:21]=[CH:22][C:16]=4[N:15]=3)=[CH:11][CH:10]=2)O1.Br[C:27]1[C:28]2[N:39]=[CH:38][CH:37]=[CH:36][C:29]=2[N:30]2[C:35]=1[CH2:34][CH2:33][CH2:32][CH2:31]2.C([O-])([O-])=O.[K+].[K+].